Dataset: Peptide-MHC class II binding affinity with 134,281 pairs from IEDB. Task: Regression. Given a peptide amino acid sequence and an MHC pseudo amino acid sequence, predict their binding affinity value. This is MHC class II binding data. (1) The peptide sequence is QGLRYFIMAYVNQAH. The MHC is H-2-IAb with pseudo-sequence H-2-IAb. The binding affinity (normalized) is 0.419. (2) The peptide sequence is KLITFNVHNRYASNIVESAY. The MHC is DRB1_0301 with pseudo-sequence DRB1_0301. The binding affinity (normalized) is 1.00. (3) The peptide sequence is EGHHLASAAILGHDG. The MHC is HLA-DPA10301-DPB10402 with pseudo-sequence HLA-DPA10301-DPB10402. The binding affinity (normalized) is 0.450. (4) The peptide sequence is FAVVDLNKMRAVWVD. The MHC is HLA-DQA10104-DQB10503 with pseudo-sequence HLA-DQA10104-DQB10503. The binding affinity (normalized) is 0.199. (5) The peptide sequence is IARAKMFPAVAEK. The MHC is DRB1_0405 with pseudo-sequence DRB1_0405. The binding affinity (normalized) is 0.714. (6) The peptide sequence is GVWTFDSEEPLQGPF. The binding affinity (normalized) is 0.371. The MHC is HLA-DQA10101-DQB10501 with pseudo-sequence HLA-DQA10101-DQB10501. (7) The peptide sequence is QLVMKANNSVIMNGA. The MHC is DRB5_0101 with pseudo-sequence DRB5_0101. The binding affinity (normalized) is 0.127. (8) The peptide sequence is DVKFPGGGQIVGGVK. The MHC is HLA-DQA10501-DQB10301 with pseudo-sequence HLA-DQA10501-DQB10301. The binding affinity (normalized) is 0.743.